Regression. Given a peptide amino acid sequence and an MHC pseudo amino acid sequence, predict their binding affinity value. This is MHC class II binding data. From a dataset of Peptide-MHC class II binding affinity with 134,281 pairs from IEDB. The peptide sequence is LSDISLKLTSGKIAS. The MHC is HLA-DPA10301-DPB10402 with pseudo-sequence HLA-DPA10301-DPB10402. The binding affinity (normalized) is 0.446.